This data is from Forward reaction prediction with 1.9M reactions from USPTO patents (1976-2016). The task is: Predict the product of the given reaction. (1) Given the reactants [CH2:1]([N:8]([CH2:16][C:17]1[CH:27]=[CH:26][C:25]([C:28]2[C:37]3[C:32](=[CH:33][CH:34]=[CH:35][CH:36]=3)[CH:31]=[CH:30][CH:29]=2)=[CH:24][C:18]=1[O:19][CH2:20][C:21](O)=[O:22])[C:9](=[O:15])[C:10]([O:12][CH2:13][CH3:14])=[O:11])[C:2]1[CH:7]=[CH:6][CH:5]=[CH:4][CH:3]=1.[NH2:38][C:39]1[CH:40]=[C:41]([CH:47]=[CH:48][CH:49]=1)[C:42]([O:44][CH2:45]C)=[O:43].C1C=CC2N(O)N=NC=2C=1.CCN=C=NCCCN(C)C.CCN(CC)CC, predict the reaction product. The product is: [CH2:1]([N:8]([CH2:16][C:17]1[CH:27]=[CH:26][C:25]([C:28]2[C:37]3[C:32](=[CH:33][CH:34]=[CH:35][CH:36]=3)[CH:31]=[CH:30][CH:29]=2)=[CH:24][C:18]=1[O:19][CH2:20][C:21]([NH:38][C:39]1[CH:40]=[C:41]([CH:47]=[CH:48][CH:49]=1)[C:42]([O:44][CH3:45])=[O:43])=[O:22])[C:9](=[O:15])[C:10]([O:12][CH2:13][CH3:14])=[O:11])[C:2]1[CH:3]=[CH:4][CH:5]=[CH:6][CH:7]=1. (2) Given the reactants [NH2:1][C@@H:2]([CH2:10][CH2:11][CH2:12][NH:13][C:14]([NH:16][S:17]([C:20]1[C:21]([CH3:34])=[C:22]2[C:27](=[C:28]([CH3:31])[C:29]=1[CH3:30])[O:26][C:25]([CH3:33])([CH3:32])[CH2:24][CH2:23]2)(=[O:19])=[O:18])=[NH:15])[C:3]([O:5][C:6]([CH3:9])([CH3:8])[CH3:7])=[O:4].[CH3:35][C:36]([CH3:49])([CH3:48])[CH2:37][N:38]1[CH:43]=[CH:42][CH:41]=[C:40]([C:44](O)=[O:45])[C:39]1=[O:47].CN(C(ON1N=NC2C=CC=CC1=2)=[N+](C)C)C.F[P-](F)(F)(F)(F)F.CCN(C(C)C)C(C)C, predict the reaction product. The product is: [CH3:35][C:36]([CH3:49])([CH3:48])[CH2:37][N:38]1[CH:43]=[CH:42][CH:41]=[C:40]([C:44]([NH:1][C@@H:2]([CH2:10][CH2:11][CH2:12][NH:13][C:14]([NH:16][S:17]([C:20]2[C:21]([CH3:34])=[C:22]3[C:27](=[C:28]([CH3:31])[C:29]=2[CH3:30])[O:26][C:25]([CH3:33])([CH3:32])[CH2:24][CH2:23]3)(=[O:18])=[O:19])=[NH:15])[C:3]([O:5][C:6]([CH3:7])([CH3:8])[CH3:9])=[O:4])=[O:45])[C:39]1=[O:47]. (3) Given the reactants [N+:1]([C:4]1[CH:9]=[CH:8][C:7]([N:10]2[C:19]3[C:14](=[CH:15][C:16]([F:26])=[C:17]([N:20]4[CH2:25][CH2:24][NH:23][CH2:22][CH2:21]4)[CH:18]=3)[C:13](=[O:27])[C:12]([C:28]([OH:30])=[O:29])=[CH:11]2)=[C:6]([F:31])[CH:5]=1)([O-:3])=[O:2].Br[CH2:33][C:34]([C:36]1[CH:41]=[CH:40][C:39]([O:42][CH3:43])=[CH:38][CH:37]=1)=[O:35].C(=O)(O)[O-].[Na+], predict the reaction product. The product is: [N+:1]([C:4]1[CH:9]=[CH:8][C:7]([N:10]2[C:19]3[C:14](=[CH:15][C:16]([F:26])=[C:17]([N:20]4[CH2:25][CH2:24][N:23]([CH2:33][C:34]([C:36]5[CH:41]=[CH:40][C:39]([O:42][CH3:43])=[CH:38][CH:37]=5)=[O:35])[CH2:22][CH2:21]4)[CH:18]=3)[C:13](=[O:27])[C:12]([C:28]([OH:30])=[O:29])=[CH:11]2)=[C:6]([F:31])[CH:5]=1)([O-:3])=[O:2]. (4) Given the reactants [CH3:1][C:2]1[CH:3]=[C:4]([CH:28]=[CH:29][CH:30]=1)[NH:5][C:6]1[C:7]2[C:12]([C:13]3[CH:14]=[CH:15][CH:16]=[CH:17][C:18]=3[C:19]=1[NH:20][C:21]1[CH:26]=[CH:25][CH:24]=[C:23]([CH3:27])[CH:22]=1)=[CH:11][CH:10]=[CH:9][CH:8]=2.I[C:32]1[CH:33]=[C:34]([CH3:38])[CH:35]=[CH:36][CH:37]=1.[OH-].[K+].[CH3:41][C:42]1[CH2:50][CH2:49][C:45](=C(C)C)[CH2:44][CH:43]=1, predict the reaction product. The product is: [CH3:1][C:2]1[CH:3]=[C:4]([N:5]([C:44]2[CH:45]=[CH:49][CH:50]=[C:42]([CH3:41])[CH:43]=2)[C:6]2[C:7]3[C:12]([C:13]4[CH:14]=[CH:15][CH:16]=[CH:17][C:18]=4[C:19]=2[N:20]([C:36]2[CH:37]=[CH:32][CH:33]=[C:34]([CH3:38])[CH:35]=2)[C:21]2[CH:26]=[CH:25][CH:24]=[C:23]([CH3:27])[CH:22]=2)=[CH:11][CH:10]=[CH:9][CH:8]=3)[CH:28]=[CH:29][CH:30]=1. (5) Given the reactants [NH2:1][C:2]1[C:3]([Cl:8])=[N:4][CH:5]=[CH:6][CH:7]=1.[F:9][C:10]1[C:18]([F:19])=[CH:17][CH:16]=[CH:15][C:11]=1[C:12](Cl)=[O:13], predict the reaction product. The product is: [Cl:8][C:3]1[C:2]([NH:1][C:12](=[O:13])[C:11]2[CH:15]=[CH:16][CH:17]=[C:18]([F:19])[C:10]=2[F:9])=[CH:7][CH:6]=[CH:5][N:4]=1. (6) Given the reactants FC(F)(F)C(O)=O.[CH3:8][S:9]([C:12]1[CH:27]=[CH:26][C:15]2[N:16]([CH:20]3[CH2:25][CH2:24][NH:23][CH2:22][CH2:21]3)[C:17](=[O:19])[NH:18][C:14]=2[CH:13]=1)(=[O:11])=[O:10].Cl[CH2:29][C:30]([CH:32]1[CH2:37][CH2:36][CH:35]([C:38]([F:41])([F:40])[F:39])[CH2:34][CH2:33]1)=[O:31], predict the reaction product. The product is: [F:39][C:38]([F:40])([F:41])[CH:35]1[CH2:34][CH2:33][CH:32]([C:30](=[O:31])[CH2:29][N:23]2[CH2:22][CH2:21][CH:20]([N:16]3[C:15]4[CH:26]=[CH:27][C:12]([S:9]([CH3:8])(=[O:10])=[O:11])=[CH:13][C:14]=4[NH:18][C:17]3=[O:19])[CH2:25][CH2:24]2)[CH2:37][CH2:36]1. (7) Given the reactants [NH:1]1[CH2:7][CH2:6][CH2:5][C@@H:2]1[CH:3]=[O:4].[C:8]([Si](C)(C)C)([F:11])([F:10])[F:9], predict the reaction product. The product is: [F:9][C:8]([F:11])([F:10])[C@@H:3]([CH:2]1[CH2:5][CH2:6][CH2:7][NH:1]1)[OH:4].